This data is from Reaction yield outcomes from USPTO patents with 853,638 reactions. The task is: Predict the reaction yield, written as a fraction of the theoretical maximum amount of product (1.0 means a 100% yield; for example, 0.34 means a 34% yield). The reactants are ClC1C=CC=CC=1C1C(O)=CC=CC=1Cl.[F:16][C:17]1[C:22]([C:23]2[CH:28]=[CH:27][CH:26]=[CH:25][C:24]=2[CH3:29])=[C:21]([O:30]C)[CH:20]=[CH:19][CH:18]=1. No catalyst specified. The product is [F:16][C:17]1[CH:18]=[CH:19][CH:20]=[C:21]([OH:30])[C:22]=1[C:23]1[CH:28]=[CH:27][CH:26]=[CH:25][C:24]=1[CH3:29]. The yield is 1.00.